This data is from Full USPTO retrosynthesis dataset with 1.9M reactions from patents (1976-2016). The task is: Predict the reactants needed to synthesize the given product. Given the product [OH:6][C:2]([CH3:3])([CH3:1])[C:4]#[C:5][C:15]([C:16]1[CH:21]=[CH:20][C:19]([O:22][CH3:23])=[CH:18][CH:17]=1)=[O:24], predict the reactants needed to synthesize it. The reactants are: [CH3:1][C:2]([OH:6])([C:4]#[CH:5])[CH3:3].[Li]CCCC.CON(C)[C:15](=[O:24])[C:16]1[CH:21]=[CH:20][C:19]([O:22][CH3:23])=[CH:18][CH:17]=1.